From a dataset of Peptide-MHC class I binding affinity with 185,985 pairs from IEDB/IMGT. Regression. Given a peptide amino acid sequence and an MHC pseudo amino acid sequence, predict their binding affinity value. This is MHC class I binding data. The peptide sequence is YLEKEEGII. The MHC is Mamu-B8701 with pseudo-sequence Mamu-B8701. The binding affinity (normalized) is 0.665.